From a dataset of Forward reaction prediction with 1.9M reactions from USPTO patents (1976-2016). Predict the product of the given reaction. (1) Given the reactants [NH2:1][CH2:2][C:3]1[CH:28]=[CH:27][CH:26]=[CH:25][C:4]=1[CH2:5][O:6][C:7]1[CH:12]=[C:11]([CH3:13])[N:10]([CH2:14][C:15]2[CH:20]=[CH:19][CH:18]=[CH:17][C:16]=2[S:21][CH3:22])[C:9](=[O:23])[C:8]=1[Cl:24].C(N(CC)CC)C.[C:36]([C:40]1[CH:44]=[C:43]([NH:45][C:46](=O)[O:47]C2C=CC=CC=2)[N:42]([C:55]2[CH:60]=[CH:59][CH:58]=[C:57]([O:61][Si:62]([C:65]([CH3:68])([CH3:67])[CH3:66])([CH3:64])[CH3:63])[CH:56]=2)[N:41]=1)([CH3:39])([CH3:38])[CH3:37], predict the reaction product. The product is: [CH3:22][S:21][C:16]1[CH:17]=[CH:18][CH:19]=[CH:20][C:15]=1[CH2:14][N:10]1[C:11]([CH3:13])=[CH:12][C:7]([O:6][CH2:5][C:4]2[CH:25]=[CH:26][CH:27]=[CH:28][C:3]=2[CH2:2][NH:1][C:46]([NH:45][C:43]2[N:42]([C:55]3[CH:60]=[CH:59][CH:58]=[C:57]([O:61][Si:62]([C:65]([CH3:67])([CH3:66])[CH3:68])([CH3:63])[CH3:64])[CH:56]=3)[N:41]=[C:40]([C:36]([CH3:39])([CH3:38])[CH3:37])[CH:44]=2)=[O:47])=[C:8]([Cl:24])[C:9]1=[O:23]. (2) Given the reactants Cl[C:2]1[N:9]=[C:8]([C:10]([F:13])([F:12])[F:11])[CH:7]=[CH:6][C:3]=1[C:4]#[N:5].[C:14]1([CH3:23])[CH:19]=[CH:18][CH:17]=[C:16](B(O)O)[CH:15]=1.C(=O)([O-])[O-].[Na+].[Na+].C1CCCCC1.C(OCC)(=O)C, predict the reaction product. The product is: [C:14]1([CH3:23])[CH:19]=[CH:18][CH:17]=[C:16]([C:2]2[N:9]=[C:8]([C:10]([F:13])([F:12])[F:11])[CH:7]=[CH:6][C:3]=2[C:4]#[N:5])[CH:15]=1. (3) Given the reactants Br[C:2]1[C:10]2[C:5](=[N:6][C:7]([CH3:22])=[CH:8][C:9]=2[NH:11][S:12]([C:15]2[CH:20]=[CH:19][CH:18]=[C:17]([Cl:21])[CH:16]=2)(=[O:14])=[O:13])[S:4][C:3]=1[CH3:23].Cl.[CH3:25][N:26]([CH3:43])[CH2:27][C:28]1[CH:33]=[CH:32][CH:31]=[C:30](B2OC(C)(C)C(C)(C)O2)[CH:29]=1.C(=O)([O-])[O-].[K+].[K+].C(OCC)(=O)C, predict the reaction product. The product is: [Cl:21][C:17]1[CH:16]=[C:15]([S:12]([NH:11][C:9]2[CH:8]=[C:7]([CH3:22])[N:6]=[C:5]3[S:4][C:3]([CH3:23])=[C:2]([C:30]4[CH:31]=[CH:32][CH:33]=[C:28]([CH2:27][N:26]([CH3:43])[CH3:25])[CH:29]=4)[C:10]=23)(=[O:14])=[O:13])[CH:20]=[CH:19][CH:18]=1. (4) Given the reactants [N+](C1C=CC(C([O:10][CH2:11][CH2:12][C:13]([CH3:26])([CH3:25])[CH2:14][CH:15]([O:21][N+:22]([O-:24])=[O:23])[CH2:16][O:17][N+:18]([O-:20])=[O:19])=O)=CC=1)([O-])=O.[OH-].[Na+], predict the reaction product. The product is: [N+:18]([O-:20])([O:17][CH2:16][CH:15]([O:21][N+:22]([O-:24])=[O:23])[CH2:14][C:13]([CH3:26])([CH3:25])[CH2:12][CH2:11][OH:10])=[O:19]. (5) Given the reactants C([N:3]([CH2:17][CH3:18])[C:4](=[O:16])[C:5]1[CH:10]=[C:9]([O:11][CH2:12][O:13][CH3:14])[CH:8]=[CH:7][C:6]=1[CH3:15])C.C(C1[CH2:26][CH2:25][N:24]([CH3:27])[CH2:23][CH2:22]1)#N, predict the reaction product. The product is: [CH3:14][O:13][CH2:12][O:11][C:9]1[CH:10]=[C:5]2[C:6]([CH:15]=[C:17]([CH:18]3[CH2:26][CH2:25][N:24]([CH3:27])[CH2:23][CH2:22]3)[NH:3][C:4]2=[O:16])=[CH:7][CH:8]=1. (6) Given the reactants [Br:1][C:2]1[N:6]2[CH:7]=[C:8]([C:18]3[CH:23]=[CH:22][C:21]([Cl:24])=[CH:20][C:19]=3[Cl:25])[C:9]([C:16]#[N:17])=[C:10]([O:11][CH2:12][CH:13]([CH3:15])[CH3:14])[C:5]2=[N:4][CH:3]=1.B.C1COCC1.Cl, predict the reaction product. The product is: [Br:1][C:2]1[N:6]2[CH:7]=[C:8]([C:18]3[CH:23]=[CH:22][C:21]([Cl:24])=[CH:20][C:19]=3[Cl:25])[C:9]([CH2:16][NH2:17])=[C:10]([O:11][CH2:12][CH:13]([CH3:14])[CH3:15])[C:5]2=[N:4][CH:3]=1.